From a dataset of Peptide-MHC class II binding affinity with 134,281 pairs from IEDB. Regression. Given a peptide amino acid sequence and an MHC pseudo amino acid sequence, predict their binding affinity value. This is MHC class II binding data. (1) The peptide sequence is HSLLDGALVIASLPL. The MHC is DRB1_0101 with pseudo-sequence DRB1_0101. The binding affinity (normalized) is 0.492. (2) The peptide sequence is AAIKAAAAAARAA. The MHC is H-2-IEk with pseudo-sequence H-2-IEk. The binding affinity (normalized) is 0.528. (3) The peptide sequence is KTLKFDALSGSQEVE. The MHC is DRB1_0404 with pseudo-sequence DRB1_0404. The binding affinity (normalized) is 0.714. (4) The binding affinity (normalized) is 0.353. The peptide sequence is LEVLNFDFQANAQLS. The MHC is DRB1_0701 with pseudo-sequence DRB1_0701. (5) The peptide sequence is AFILDGDNLFPKV. The MHC is DRB4_0101 with pseudo-sequence DRB4_0103. The binding affinity (normalized) is 0.314.